The task is: Predict the reactants needed to synthesize the given product.. This data is from Full USPTO retrosynthesis dataset with 1.9M reactions from patents (1976-2016). Given the product [Cl:1][C:2]1[CH:7]=[C:6]([N:8]2[CH:17]=[C:11]3[C:12](=[O:16])[NH:13][CH2:14][CH2:15][C:10]3=[N:9]2)[CH:5]=[CH:4][N:3]=1, predict the reactants needed to synthesize it. The reactants are: [Cl:1][C:2]1[CH:7]=[C:6]([NH:8][N:9]=[C:10]2[CH2:15][CH2:14][NH:13][C:12](=[O:16])[CH2:11]2)[CH:5]=[CH:4][N:3]=1.[CH3:17]OC(OC)N(C)C.